Dataset: Catalyst prediction with 721,799 reactions and 888 catalyst types from USPTO. Task: Predict which catalyst facilitates the given reaction. (1) Reactant: [CH3:1][O:2][C:3](=[O:14])[C:4]1[CH:9]=[CH:8][C:7](F)=[C:6]([N+:11]([O-:13])=[O:12])[CH:5]=1.C([O-])([O-])=O.[K+].[K+].[CH3:21][N:22]1[CH2:27][CH2:26][NH:25][CH2:24][CH2:23]1. Product: [CH3:1][O:2][C:3](=[O:14])[C:4]1[CH:9]=[CH:8][C:7]([N:25]2[CH2:26][CH2:27][N:22]([CH3:21])[CH2:23][CH2:24]2)=[C:6]([N+:11]([O-:13])=[O:12])[CH:5]=1. The catalyst class is: 9. (2) Reactant: [NH2:1][C:2]1[CH:7]=[CH:6][C:5]([Br:8])=[CH:4][C:3]=1[C:9](=[O:12])[CH2:10][CH3:11].[Cl:13]N1C(=O)CCC1=O. Product: [NH2:1][C:2]1[C:7]([Cl:13])=[CH:6][C:5]([Br:8])=[CH:4][C:3]=1[C:9](=[O:12])[CH2:10][CH3:11]. The catalyst class is: 2. (3) Reactant: [Br:1][C:2]1[CH:3]=[CH:4][C:5]([O:14][CH3:15])=[C:6]([C:8](=O)[CH2:9][CH2:10][CH2:11]Cl)[CH:7]=1.C([O-])(=O)C.[NH4+].C([BH3-])#[N:22].[Na+].COC(C)(C)C. Product: [CH3:15][O:14][C:5]1[CH:4]=[CH:3][C:2]([Br:1])=[CH:7][C:6]=1[CH:8]1[CH2:9][CH2:10][CH2:11][NH:22]1. The catalyst class is: 5. (4) Reactant: Cl[C:2]1[N:7]=[C:6](Cl)[N:5]=[C:4]([CH3:9])[N:3]=1.[CH3:10][NH2:11].[OH-].[Na+].[NH:14]1[CH2:19][CH2:18][CH:17]([C:20]([OH:22])=[O:21])[CH2:16][CH2:15]1. Product: [CH3:9][C:4]1[N:5]=[C:6]([NH:11][CH3:10])[N:7]=[C:2]([N:14]2[CH2:19][CH2:18][CH:17]([C:20]([OH:22])=[O:21])[CH2:16][CH2:15]2)[N:3]=1. The catalyst class is: 47. (5) Reactant: C([O:3][C:4]([C:6]1([C:9]2[CH:14]=[CH:13][C:12]([C:15]3[CH:20]=[CH:19][C:18]([C:21]4[S:22][C:23]([F:39])=[CH:24][C:25]=4[NH:26][C:27]([O:29][C@@H:30]([C:32]4[CH:37]=[CH:36][CH:35]=[CH:34][C:33]=4[CH3:38])[CH3:31])=[O:28])=[CH:17][C:16]=3[O:40][CH3:41])=[CH:11][CH:10]=2)[CH2:8][CH2:7]1)=[O:5])C.O1CCCC1.[OH-].[Na+].Cl. Product: [F:39][C:23]1[S:22][C:21]([C:18]2[CH:19]=[CH:20][C:15]([C:12]3[CH:13]=[CH:14][C:9]([C:6]4([C:4]([OH:5])=[O:3])[CH2:7][CH2:8]4)=[CH:10][CH:11]=3)=[C:16]([O:40][CH3:41])[CH:17]=2)=[C:25]([NH:26][C:27]([O:29][C@@H:30]([C:32]2[CH:37]=[CH:36][CH:35]=[CH:34][C:33]=2[CH3:38])[CH3:31])=[O:28])[CH:24]=1. The catalyst class is: 32. (6) Reactant: [N:1]1C=CC=CC=1.[I:7][C:8]1[CH:16]=[CH:15][C:11]([C:12](Cl)=[O:13])=[CH:10][CH:9]=1. Product: [I:7][C:8]1[CH:16]=[CH:15][C:11]([C:12]([NH2:1])=[O:13])=[CH:10][CH:9]=1. The catalyst class is: 2. (7) Reactant: C(O[C:4]1(O[Si](C)(C)C)[CH2:6][CH2:5]1)C.[N+:12]([C:15]1[CH:25]=[CH:24][C:18]2[CH2:19][CH2:20][NH:21][CH2:22][CH2:23][C:17]=2[CH:16]=1)([O-:14])=[O:13].[BH3-]C#N.[Na+].C(O)(=O)C. Product: [CH:4]1([N:21]2[CH2:22][CH2:23][C:17]3[CH:16]=[C:15]([N+:12]([O-:14])=[O:13])[CH:25]=[CH:24][C:18]=3[CH2:19][CH2:20]2)[CH2:6][CH2:5]1. The catalyst class is: 24.